The task is: Regression. Given two drug SMILES strings and cell line genomic features, predict the synergy score measuring deviation from expected non-interaction effect.. This data is from NCI-60 drug combinations with 297,098 pairs across 59 cell lines. (1) Drug 1: CC1=CC2C(CCC3(C2CCC3(C(=O)C)OC(=O)C)C)C4(C1=CC(=O)CC4)C. Drug 2: CCC1(CC2CC(C3=C(CCN(C2)C1)C4=CC=CC=C4N3)(C5=C(C=C6C(=C5)C78CCN9C7C(C=CC9)(C(C(C8N6C)(C(=O)OC)O)OC(=O)C)CC)OC)C(=O)OC)O.OS(=O)(=O)O. Cell line: NCI-H226. Synergy scores: CSS=29.3, Synergy_ZIP=0.471, Synergy_Bliss=3.08, Synergy_Loewe=-35.1, Synergy_HSA=-1.68. (2) Drug 1: CC1C(C(CC(O1)OC2CC(CC3=C2C(=C4C(=C3O)C(=O)C5=C(C4=O)C(=CC=C5)OC)O)(C(=O)C)O)N)O.Cl. Drug 2: C1CNP(=O)(OC1)N(CCCl)CCCl. Cell line: DU-145. Synergy scores: CSS=9.10, Synergy_ZIP=3.81, Synergy_Bliss=4.56, Synergy_Loewe=-5.95, Synergy_HSA=3.56.